Dataset: Full USPTO retrosynthesis dataset with 1.9M reactions from patents (1976-2016). Task: Predict the reactants needed to synthesize the given product. (1) Given the product [CH3:1][O:2][C:3]1[CH:4]=[C:5]([C:9]2[N:13]([CH2:23][O:22][CH2:21][CH2:20][Si:17]([CH3:19])([CH3:18])[CH3:16])[CH:12]=[N:11][CH:10]=2)[CH:6]=[CH:7][CH:8]=1, predict the reactants needed to synthesize it. The reactants are: [CH3:1][O:2][C:3]1[CH:4]=[C:5]([C:9]2[NH:13][CH:12]=[N:11][CH:10]=2)[CH:6]=[CH:7][CH:8]=1.[H-].[Na+].[CH3:16][Si:17]([CH2:20][CH2:21][O:22][CH2:23]Cl)([CH3:19])[CH3:18]. (2) Given the product [CH3:18][O:17][C:6]1[C:7]2[C:12](=[CH:11][C:10]([C:13]([OH:15])=[O:14])=[CH:9][CH:8]=2)[NH:4][CH:5]=1, predict the reactants needed to synthesize it. The reactants are: C([N:4]1[C:12]2[C:7](=[CH:8][CH:9]=[C:10]([C:13]([O:15]C)=[O:14])[CH:11]=2)[C:6]([O:17][CH3:18])=[CH:5]1)(=O)C.O.[OH-].[Li+]. (3) Given the product [F:27][C:28]1([F:32])[CH2:31][N:30]([C:2]2[N:25]=[CH:24][C:5]3[C:6]4[N:10]([CH:9]=[C:8]([C:14]5[N:18]([CH:19]([CH3:21])[CH3:20])[N:17]=[C:16]([CH2:22][OH:23])[N:15]=5)[N:7]=4)[CH2:11][CH2:12][O:13][C:4]=3[CH:3]=2)[CH2:29]1, predict the reactants needed to synthesize it. The reactants are: Cl[C:2]1[N:25]=[CH:24][C:5]2[C:6]3[N:10]([CH2:11][CH2:12][O:13][C:4]=2[CH:3]=1)[CH:9]=[C:8]([C:14]1[N:18]([CH:19]([CH3:21])[CH3:20])[N:17]=[C:16]([CH2:22][OH:23])[N:15]=1)[N:7]=3.Cl.[F:27][C:28]1([F:32])[CH2:31][NH:30][CH2:29]1.